From a dataset of Forward reaction prediction with 1.9M reactions from USPTO patents (1976-2016). Predict the product of the given reaction. (1) Given the reactants C(OC(N1CC2C([CH2:11][N:12]([CH2:16][C:17]3[S:25][C:24]4[C:23]([N:26]5[CH2:31][CH2:30][O:29][CH2:28][CH2:27]5)=[N:22][C:21]([Cl:32])=[N:20][C:19]=4[CH:18]=3)[CH2:13]2)C1)=O)(C)(C)C.C1NC[CH2:36][N:35]2[CH2:39][CH2:40][CH2:41][C@H:34]12, predict the reaction product. The product is: [Cl:32][C:21]1[N:22]=[C:23]([N:26]2[CH2:31][CH2:30][O:29][CH2:28][CH2:27]2)[C:24]2[S:25][C:17]([CH2:16][N:12]3[CH2:11][CH2:36][N:35]4[CH2:39][CH2:40][CH2:41][C@@H:34]4[CH2:13]3)=[CH:18][C:19]=2[N:20]=1. (2) Given the reactants [F:1][C:2]([F:32])([F:31])[C:3]1[CH:4]=[C:5]([NH:13][C:14](=[O:30])[CH2:15][C@H:16]2[CH2:21][CH2:20][C@@H:19]([NH:22][CH2:23][C:24](=[O:29])[C:25]([CH3:28])([CH3:27])[CH3:26])[CH2:18][CH2:17]2)[CH:6]=[C:7]([C:9]([F:12])([F:11])[F:10])[CH:8]=1.[BH4-].[Na+], predict the reaction product. The product is: [F:1][C:2]([F:31])([F:32])[C:3]1[CH:4]=[C:5]([NH:13][C:14](=[O:30])[CH2:15][C@H:16]2[CH2:21][CH2:20][C@@H:19]([NH:22][CH2:23][CH:24]([OH:29])[C:25]([CH3:27])([CH3:28])[CH3:26])[CH2:18][CH2:17]2)[CH:6]=[C:7]([C:9]([F:10])([F:11])[F:12])[CH:8]=1. (3) Given the reactants [Cl:1][C:2]1[CH:3]=[N:4][CH:5]=[C:6]([Cl:9])[C:7]=1[OH:8].Cl[C:11]1[S:15][C:14]([C:16]([O:18][CH3:19])=[O:17])=[CH:13][C:12]=1[N+:20]([O-:22])=[O:21], predict the reaction product. The product is: [Cl:1][C:2]1[CH:3]=[N:4][CH:5]=[C:6]([Cl:9])[C:7]=1[O:8][C:11]1[S:15][C:14]([C:16]([O:18][CH3:19])=[O:17])=[CH:13][C:12]=1[N+:20]([O-:22])=[O:21]. (4) Given the reactants [CH2:1]([O:3][C:4](=[O:15])[CH:5]=[CH:6][C:7]1[CH:12]=[C:11]([Cl:13])[CH:10]=[CH:9][C:8]=1[NH2:14])[CH3:2].[C:16]([O:20][C:21]([N:23]1[CH2:28][CH2:27][C:26](=O)[CH2:25][CH2:24]1)=[O:22])([CH3:19])([CH3:18])[CH3:17].C(O[BH-](OC(=O)C)OC(=O)C)(=O)C.[Na+].C(O)(=O)C.C([O-])(O)=O.[Na+], predict the reaction product. The product is: [C:16]([O:20][C:21]([N:23]1[CH2:28][CH2:27][CH:26]([NH:14][C:8]2[CH:9]=[CH:10][C:11]([Cl:13])=[CH:12][C:7]=2[CH:6]=[CH:5][C:4]([O:3][CH2:1][CH3:2])=[O:15])[CH2:25][CH2:24]1)=[O:22])([CH3:19])([CH3:17])[CH3:18]. (5) Given the reactants [CH:1]1([CH:4]2[CH2:9][N:8]3[N:10]=[C:11]([I:18])[C:12]([C:13]([O:15][CH2:16][CH3:17])=[O:14])=[C:7]3[CH2:6][NH:5]2)[CH2:3][CH2:2]1.[CH3:19][C:20]([O:23][C:24](O[C:24]([O:23][C:20]([CH3:22])([CH3:21])[CH3:19])=[O:25])=[O:25])([CH3:22])[CH3:21], predict the reaction product. The product is: [CH:1]1([CH:4]2[CH2:9][N:8]3[N:10]=[C:11]([I:18])[C:12]([C:13]([O:15][CH2:16][CH3:17])=[O:14])=[C:7]3[CH2:6][N:5]2[C:24]([O:23][C:20]([CH3:22])([CH3:21])[CH3:19])=[O:25])[CH2:2][CH2:3]1. (6) Given the reactants [Cl:1][C:2]1[CH:34]=[CH:33][C:5]([NH:6][C:7]2[C:16]3[C:11](=[CH:12][CH:13]=[CH:14][CH:15]=3)[C:10]([CH:17]([O:24]C(=O)C3C=CC=CC=3)[C:18]3[CH:23]=[CH:22][N:21]=[CH:20][CH:19]=3)=[N:9][N:8]=2)=[CH:4][CH:3]=1.O.[OH-].[Li+], predict the reaction product. The product is: [Cl:1][C:2]1[CH:3]=[CH:4][C:5]([NH:6][C:7]2[C:16]3[C:11](=[CH:12][CH:13]=[CH:14][CH:15]=3)[C:10]([CH:17]([C:18]3[CH:23]=[CH:22][N:21]=[CH:20][CH:19]=3)[OH:24])=[N:9][N:8]=2)=[CH:33][CH:34]=1.